Dataset: NCI-60 drug combinations with 297,098 pairs across 59 cell lines. Task: Regression. Given two drug SMILES strings and cell line genomic features, predict the synergy score measuring deviation from expected non-interaction effect. (1) Drug 2: B(C(CC(C)C)NC(=O)C(CC1=CC=CC=C1)NC(=O)C2=NC=CN=C2)(O)O. Cell line: K-562. Synergy scores: CSS=28.7, Synergy_ZIP=6.46, Synergy_Bliss=5.04, Synergy_Loewe=-49.3, Synergy_HSA=-4.80. Drug 1: CCN(CC)CCNC(=O)C1=C(NC(=C1C)C=C2C3=C(C=CC(=C3)F)NC2=O)C. (2) Drug 1: C1C(C(OC1N2C=C(C(=O)NC2=O)F)CO)O. Drug 2: CCN(CC)CCCC(C)NC1=C2C=C(C=CC2=NC3=C1C=CC(=C3)Cl)OC. Cell line: OVCAR-5. Synergy scores: CSS=27.4, Synergy_ZIP=-5.46, Synergy_Bliss=1.21, Synergy_Loewe=2.50, Synergy_HSA=2.95.